From a dataset of Full USPTO retrosynthesis dataset with 1.9M reactions from patents (1976-2016). Predict the reactants needed to synthesize the given product. (1) Given the product [Br:1][C:2]1[CH:3]=[C:4]2[C:23](=[CH:24][CH:25]=1)[C:7]1=[CH:8][C:9]3[CH:10]=[C:11]4[C:16](=[CH:17][C:18]=3[CH:19]=[C:6]1[C:5]2([CH3:27])[CH3:26])[CH:15]=[CH:14][C:13]([Br:21])=[CH:12]4, predict the reactants needed to synthesize it. The reactants are: [Br:1][C:2]1[CH:3]=[C:4]2[C:23](=[CH:24][CH:25]=1)[C:7]1=[CH:8][C:9]3[C:10](=O)[C:11]4[CH:12]=[C:13]([Br:21])[CH:14]=[CH:15][C:16]=4[C:17](=O)[C:18]=3[CH:19]=[C:6]1[C:5]2([CH3:27])[CH3:26].I.O.II. (2) Given the product [Cl:1][C:2]1[N:3]=[C:4]([NH:22][C:23]2[CH:31]=[C:30]([O:32][CH3:33])[C:29]([O:34][CH3:35])=[CH:28][C:24]=2[C:25]([NH2:27])=[O:26])[C:5]2[CH:10]=[CH:9][N:8]([S:11]([C:14]3[CH:19]=[CH:18][C:17]([CH3:20])=[CH:16][CH:15]=3)(=[O:13])=[O:12])[C:6]=2[N:7]=1, predict the reactants needed to synthesize it. The reactants are: [Cl:1][C:2]1[N:3]=[C:4](Cl)[C:5]2[CH:10]=[CH:9][N:8]([S:11]([C:14]3[CH:19]=[CH:18][C:17]([CH3:20])=[CH:16][CH:15]=3)(=[O:13])=[O:12])[C:6]=2[N:7]=1.[NH2:22][C:23]1[CH:31]=[C:30]([O:32][CH3:33])[C:29]([O:34][CH3:35])=[CH:28][C:24]=1[C:25]([NH2:27])=[O:26]. (3) Given the product [Cl:29][C:30]1[C:49]([C:19]2[NH:15][N:16]=[CH:17][CH:18]=2)=[CH:48][C:33]([C:34]([NH:36][C:37]2[CH:38]=[CH:39][C:40]([O:43][C:44]([F:45])([F:46])[F:47])=[CH:41][CH:42]=2)=[O:35])=[CH:32][N:31]=1, predict the reactants needed to synthesize it. The reactants are: [O-]P([O-])([O-])=O.[K+].[K+].[K+].O1CCCCC1[N:15]1[C:19](B2OC(C)(C)C(C)(C)O2)=[CH:18][CH:17]=[N:16]1.[Cl:29][C:30]1[C:49](I)=[CH:48][C:33]([C:34]([NH:36][C:37]2[CH:42]=[CH:41][C:40]([O:43][C:44]([F:47])([F:46])[F:45])=[CH:39][CH:38]=2)=[O:35])=[CH:32][N:31]=1.C(O)(C(F)(F)F)=O. (4) The reactants are: [C:1]([C:3]1[O:4][C:5]2[CH:11]=[CH:10][C:9]([C:12]([O:14]C)=[O:13])=[CH:8][C:6]=2[CH:7]=1)#[N:2].C[OH:17]. Given the product [NH2:2][C:1]([C:3]1[O:4][C:5]2[CH:11]=[CH:10][C:9]([C:12]([OH:14])=[O:13])=[CH:8][C:6]=2[CH:7]=1)=[O:17], predict the reactants needed to synthesize it.